Dataset: Full USPTO retrosynthesis dataset with 1.9M reactions from patents (1976-2016). Task: Predict the reactants needed to synthesize the given product. (1) Given the product [CH2:15]([O:3][C:4]1[CH:9]=[C:8]([CH3:10])[CH:7]=[CH:6][C:5]=1[N+:11]([O-:13])=[O:12])[CH3:16], predict the reactants needed to synthesize it. The reactants are: [H-].[Na+].[OH:3][C:4]1[CH:9]=[C:8]([CH3:10])[CH:7]=[CH:6][C:5]=1[N+:11]([O-:13])=[O:12].I[CH2:15][CH3:16]. (2) Given the product [F:3][C:4]([C:24]1[CH:25]=[CH:26][CH:27]=[CH:28][CH:29]=1)([S:9]([CH2:12][CH2:13][CH2:14][CH2:15][CH2:16][CH2:17][CH2:18][CH2:19][CH2:20][CH2:21][CH2:22][CH3:23])(=[O:10])=[O:11])[C:5]([OH:7])=[O:6], predict the reactants needed to synthesize it. The reactants are: [OH-].[Na+].[F:3][C:4]([C:24]1[CH:29]=[CH:28][CH:27]=[CH:26][CH:25]=1)([S:9]([CH2:12][CH2:13][CH2:14][CH2:15][CH2:16][CH2:17][CH2:18][CH2:19][CH2:20][CH2:21][CH2:22][CH3:23])(=[O:11])=[O:10])[C:5]([O:7]C)=[O:6]. (3) Given the product [C:1]([N:4]1[CH2:5][CH2:6][CH:7]([C:10]([N:12]2[CH2:17][CH2:16][C@@H:15]([N:18]([CH3:19])[C:39]([C:37]3[O:36][N:35]=[C:34]([C:28]4[CH:29]=[CH:30][CH:31]=[CH:32][CH:33]=4)[CH:38]=3)=[O:41])[C@H:14]([C:20]3[CH:25]=[CH:24][C:23]([Cl:26])=[C:22]([Cl:27])[CH:21]=3)[CH2:13]2)=[O:11])[CH2:8][CH2:9]1)(=[O:3])[CH3:2], predict the reactants needed to synthesize it. The reactants are: [C:1]([N:4]1[CH2:9][CH2:8][CH:7]([C:10]([N:12]2[CH2:17][CH2:16][C@@H:15]([NH:18][CH3:19])[C@H:14]([C:20]3[CH:25]=[CH:24][C:23]([Cl:26])=[C:22]([Cl:27])[CH:21]=3)[CH2:13]2)=[O:11])[CH2:6][CH2:5]1)(=[O:3])[CH3:2].[C:28]1([C:34]2[CH:38]=[C:37]([C:39]([OH:41])=O)[O:36][N:35]=2)[CH:33]=[CH:32][CH:31]=[CH:30][CH:29]=1. (4) Given the product [CH:37]1([CH:30]([C:26]2[CH:25]=[C:24]([O:17][CH2:16][C:13]3[CH:14]=[N:15][C:10]([C:3]4[CH:4]=[C:5]([O:8][CH3:9])[CH:6]=[CH:7][C:2]=4[F:1])=[C:11]([CH2:18][C:19]([CH3:22])([CH3:21])[CH3:20])[CH:12]=3)[N:29]=[CH:28][N:27]=2)[CH2:31][C:32]([O:34][CH2:35][CH3:36])=[O:33])[CH2:39][CH2:38]1, predict the reactants needed to synthesize it. The reactants are: [F:1][C:2]1[CH:7]=[CH:6][C:5]([O:8][CH3:9])=[CH:4][C:3]=1[C:10]1[N:15]=[CH:14][C:13]([CH2:16][OH:17])=[CH:12][C:11]=1[CH2:18][C:19]([CH3:22])([CH3:21])[CH3:20].Cl[C:24]1[N:29]=[CH:28][N:27]=[C:26]([CH:30]([CH:37]2[CH2:39][CH2:38]2)[CH2:31][C:32]([O:34][CH2:35][CH3:36])=[O:33])[CH:25]=1.[H-].[Na+].Cl. (5) Given the product [CH3:18][C:19]1[C:23]([C:2]2[N:6]([C:7]3[CH:12]=[CH:11][C:10]([O:13][CH3:14])=[CH:9][CH:8]=3)[N:5]=[C:4]([CH3:15])[C:3]=2[C:16]#[N:17])=[C:22]([CH3:37])[O:21][N:20]=1, predict the reactants needed to synthesize it. The reactants are: I[C:2]1[N:6]([C:7]2[CH:12]=[CH:11][C:10]([O:13][CH3:14])=[CH:9][CH:8]=2)[N:5]=[C:4]([CH3:15])[C:3]=1[C:16]#[N:17].[CH3:18][C:19]1[C:23]([Sn](CCCC)(CCCC)CCCC)=[C:22]([CH3:37])[O:21][N:20]=1. (6) Given the product [C:1]1([C:9]2[CH:14]=[CH:13][CH:12]=[CH:11][CH:10]=2)[CH:6]=[CH:5][C:4]([CH2:7][NH:25][C@@H:15]2[C:24]3[C:19](=[CH:20][CH:21]=[CH:22][CH:23]=3)[CH2:18][CH2:17][CH2:16]2)=[CH:3][CH:2]=1, predict the reactants needed to synthesize it. The reactants are: [C:1]1([C:9]2[CH:14]=[CH:13][CH:12]=[CH:11][CH:10]=2)[CH:6]=[CH:5][C:4]([CH:7]=O)=[CH:3][CH:2]=1.[C@@H:15]1([NH2:25])[C:24]2[C:19](=[CH:20][CH:21]=[CH:22][CH:23]=2)[CH2:18][CH2:17][CH2:16]1. (7) Given the product [C:1]([N:4]1[CH2:5][CH2:6][CH:7]([C:10]([CH3:15])([CH3:14])[C:11]([NH:30][C:27]2[CH:26]=[CH:25][C:24]([C:19]3[CH:20]=[C:21]([F:23])[CH:22]=[C:17]([F:16])[CH:18]=3)=[CH:29][N:28]=2)=[O:13])[CH2:8][CH2:9]1)(=[O:3])[CH3:2], predict the reactants needed to synthesize it. The reactants are: [C:1]([N:4]1[CH2:9][CH2:8][CH:7]([C:10]([CH3:15])([CH3:14])[C:11]([OH:13])=O)[CH2:6][CH2:5]1)(=[O:3])[CH3:2].[F:16][C:17]1[CH:18]=[C:19]([C:24]2[CH:25]=[CH:26][C:27]([NH2:30])=[N:28][CH:29]=2)[CH:20]=[C:21]([F:23])[CH:22]=1. (8) Given the product [Br:8][C:9]1[C:14]2[N:15]([CH2:18][C:19]([O:21][CH3:1])=[O:20])[CH:16]=[N:17][C:13]=2[CH:12]=[CH:11][CH:10]=1, predict the reactants needed to synthesize it. The reactants are: [CH2:1](N(CC)CC)C.[Br:8][C:9]1[C:14]2[N:15]([CH2:18][C:19]([OH:21])=[O:20])[CH:16]=[N:17][C:13]=2[CH:12]=[CH:11][CH:10]=1. (9) Given the product [CH:1]1([C:4]2[CH:5]=[CH:6][C:7]([CH2:10][C:11]([NH:13][C:14]([C:1]3[CH:4]=[CH:5][C:28]([OH:31])=[CH:3][CH:2]=3)([C:15]3[N:16]=[C:17]([CH3:20])[NH:18][CH:19]=3)[C:21]3[CH:26]=[CH:25][C:24]([O:27][CH2:40][C:41]([F:44])([F:43])[F:42])=[CH:23][CH:22]=3)=[O:12])=[CH:8][CH:9]=2)[CH2:3][CH2:2]1, predict the reactants needed to synthesize it. The reactants are: [CH:1]1([C:4]2[CH:9]=[CH:8][C:7]([CH2:10][C:11]([NH:13][CH:14]([C:21]3[CH:26]=[CH:25][C:24]([OH:27])=[CH:23][CH:22]=3)[C:15]3[N:16]=[C:17]([CH3:20])[NH:18][CH:19]=3)=[O:12])=[CH:6][CH:5]=2)[CH2:3][CH2:2]1.[C:28]([O-:31])([O-])=O.[Cs+].[Cs+].FC(F)(F)S(O[CH2:40][C:41]([F:44])([F:43])[F:42])(=O)=O. (10) Given the product [CH3:1][C@H:2]1[C@@H:17]([CH3:18])[N:6]2[C:7]3[CH:8]=[C:9]([C:14]([O:16][CH2:20][CH3:21])=[O:15])[CH:10]=[CH:11][C:12]=3[CH:13]=[C:5]2[C:4](=[O:19])[NH:3]1.[CH3:1][C@@H:2]1[C@H:17]([CH3:18])[N:6]2[C:7]3[CH:8]=[C:9]([C:14]([O:16][CH2:20][CH3:21])=[O:15])[CH:10]=[CH:11][C:12]=3[CH:13]=[C:5]2[C:4](=[O:19])[NH:3]1, predict the reactants needed to synthesize it. The reactants are: [CH3:1][C@H:2]1[C@@H:17]([CH3:18])[N:6]2[C:7]3[CH:8]=[C:9]([C:14]([OH:16])=[O:15])[CH:10]=[CH:11][C:12]=3[CH:13]=[C:5]2[C:4](=[O:19])[NH:3]1.[CH:20](O)(C)[CH3:21].